This data is from HIV replication inhibition screening data with 41,000+ compounds from the AIDS Antiviral Screen. The task is: Binary Classification. Given a drug SMILES string, predict its activity (active/inactive) in a high-throughput screening assay against a specified biological target. The drug is NC(=O)N=NC(N)=O. The result is 1 (active).